From a dataset of Reaction yield outcomes from USPTO patents with 853,638 reactions. Predict the reaction yield, written as a fraction of the theoretical maximum amount of product (1.0 means a 100% yield; for example, 0.34 means a 34% yield). The reactants are [NH:1]1[C:9]2[C:4](=[CH:5][C:6]([NH:10][C:11]3[C:12]4[S:19][C:18]([C:20]5[CH:25]=[CH:24][CH:23]=[CH:22][CH:21]=5)=[CH:17][C:13]=4[N:14]=[CH:15][N:16]=3)=[CH:7][CH:8]=2)[CH:3]=[CH:2]1.[Br:26]N1C(=O)CCC1=O. The catalyst is C(Cl)Cl. The product is [Br:26][C:3]1[C:4]2[C:9](=[CH:8][CH:7]=[C:6]([NH:10][C:11]3[C:12]4[S:19][C:18]([C:20]5[CH:25]=[CH:24][CH:23]=[CH:22][CH:21]=5)=[CH:17][C:13]=4[N:14]=[CH:15][N:16]=3)[CH:5]=2)[NH:1][CH:2]=1. The yield is 0.170.